From a dataset of Reaction yield outcomes from USPTO patents with 853,638 reactions. Predict the reaction yield, written as a fraction of the theoretical maximum amount of product (1.0 means a 100% yield; for example, 0.34 means a 34% yield). (1) The reactants are Cl[C:2]1[N:7]=[CH:6][C:5]([C:8]2[C:13]([C:14]([F:17])([F:16])[F:15])=[CH:12][CH:11]=[CH:10][N:9]=2)=[CH:4][C:3]=1[NH2:18].[Cl-].[NH4+].[OH-].[NH4+].C[N:24]([CH:26]=[O:27])C. The catalyst is O.[C-]#N.[Zn+2].[C-]#N.C1C=CC(/C=C/C(/C=C/C2C=CC=CC=2)=O)=CC=1.C1C=CC(/C=C/C(/C=C/C2C=CC=CC=2)=O)=CC=1.C1C=CC(/C=C/C(/C=C/C2C=CC=CC=2)=O)=CC=1.[Pd].[Pd].C1(P(C2C=CC=CC=2)[C-]2C=CC=C2)C=CC=CC=1.[C-]1(P(C2C=CC=CC=2)C2C=CC=CC=2)C=CC=C1.[Fe+2]. The product is [NH2:18][C:3]1[C:2]([C:26]([NH2:24])=[O:27])=[N:7][CH:6]=[C:5]([C:8]2[C:13]([C:14]([F:17])([F:16])[F:15])=[CH:12][CH:11]=[CH:10][N:9]=2)[CH:4]=1. The yield is 0.900. (2) The reactants are [NH:1]1[C:9]2[C:4](=[N:5][CH:6]=[C:7]([C:10]([O:12]C)=[O:11])[CH:8]=2)[CH:3]=[N:2]1.[OH-].[Na+]. The catalyst is CO.O. The product is [NH:1]1[C:9]2[C:4](=[N:5][CH:6]=[C:7]([C:10]([OH:12])=[O:11])[CH:8]=2)[CH:3]=[N:2]1. The yield is 0.210. (3) The reactants are [Cl:1][C:2]1[CH:7]=[CH:6][N:5]=[C:4]([CH2:8][C:9]([C:12]2[CH:17]=[CH:16][C:15]([O:18][CH3:19])=[CH:14][CH:13]=2)=[N:10]O)[CH:3]=1.FC(F)(F)C(OC(=O)C(F)(F)F)=O.C(N(CC)CC)C.O. The catalyst is COCCOC.[Fe](Cl)Cl. The product is [Cl:1][C:2]1[CH:7]=[CH:6][N:5]2[N:10]=[C:9]([C:12]3[CH:17]=[CH:16][C:15]([O:18][CH3:19])=[CH:14][CH:13]=3)[CH:8]=[C:4]2[CH:3]=1. The yield is 0.600.